From a dataset of Catalyst prediction with 721,799 reactions and 888 catalyst types from USPTO. Predict which catalyst facilitates the given reaction. (1) Reactant: [CH2:1]([Si]1(OC(C)C)N(C)[C@@H](C)[C@H](C2C=CC=CC=2)O1)[CH:2]=[CH2:3].[CH:21](=[O:30])[CH2:22][CH2:23][C:24]1[CH:29]=[CH:28][CH:27]=[CH:26][CH:25]=1.Cl.CCOC(C)=O. Product: [C:24]1([CH2:23][CH2:22][C@@H:21]([OH:30])[CH2:3][CH:2]=[CH2:1])[CH:29]=[CH:28][CH:27]=[CH:26][CH:25]=1. The catalyst class is: 11. (2) Reactant: [F:1][C:2]([F:7])([F:6])[C:3](O)=O.[NH2:8][C:9]1[CH:18]=[CH:17][C:16]([Cl:19])=[CH:15][C:10]=1[C:11]([O:13][CH3:14])=[O:12].C([BH3-])#N.[Na+].O.FC(F)(F)C=O.C(=O)(O)[O-].[Na+]. Product: [Cl:19][C:16]1[CH:17]=[CH:18][C:9]([NH:8][CH2:3][C:2]([F:7])([F:6])[F:1])=[C:10]([CH:15]=1)[C:11]([O:13][CH3:14])=[O:12]. The catalyst class is: 2. (3) The catalyst class is: 870. Product: [CH3:8][C:5]1[CH:6]=[CH:7][C:11]([C:10]([F:18])([F:9])[C:14]([F:17])([F:16])[F:15])=[CH:3][CH:4]=1. Reactant: IC1[CH:7]=[CH:6][C:5]([CH3:8])=[CH:4][CH:3]=1.[F:9][C:10]([F:18])([C:14]([F:17])([F:16])[F:15])[C:11]([O-])=O.[K+].O.CCOCC. (4) Reactant: Br[C:2]1[C:17]([NH:18][CH:19]2[CH2:22][N:21]([C:23]([O:25][C:26]([CH3:29])([CH3:28])[CH3:27])=[O:24])[CH2:20]2)=[CH:16][C:5]2[N:6]3[CH:11]([CH3:12])[C:10](=[O:13])[NH:9][N:8]=[C:7]3[CH2:14][O:15][C:4]=2[CH:3]=1.[CH2:30]([O:32]/[CH:33]=[CH:34]/B1OC(C)(C)C(C)(C)O1)[CH3:31].C([O-])([O-])=O.[K+].[K+]. Product: [CH2:33]([O:32]/[CH:30]=[CH:31]/[C:2]1[C:17]([NH:18][CH:19]2[CH2:20][N:21]([C:23]([O:25][C:26]([CH3:28])([CH3:27])[CH3:29])=[O:24])[CH2:22]2)=[CH:16][C:5]2[N:6]3[CH:11]([CH3:12])[C:10](=[O:13])[NH:9][N:8]=[C:7]3[CH2:14][O:15][C:4]=2[CH:3]=1)[CH3:34]. The catalyst class is: 669. (5) Reactant: [NH2:1][C:2]1[CH:10]=[C:9]([O:11][CH3:12])[CH:8]=[C:7]([O:13][CH3:14])[C:3]=1[C:4]([NH2:6])=[O:5].[O:15]([CH2:23][CH2:24][O:25][C:26]1[C:33]([CH3:34])=[CH:32][C:29]([CH:30]=O)=[CH:28][C:27]=1[CH3:35])[Si](C(C)(C)C)(C)C.II.C(=O)([O-])[O-].[K+].[K+]. Product: [OH:15][CH2:23][CH2:24][O:25][C:26]1[C:33]([CH3:34])=[CH:32][C:29]([C:30]2[NH:6][C:4](=[O:5])[C:3]3[C:2](=[CH:10][C:9]([O:11][CH3:12])=[CH:8][C:7]=3[O:13][CH3:14])[N:1]=2)=[CH:28][C:27]=1[CH3:35]. The catalyst class is: 9. (6) Reactant: [H-].[Na+].[NH:3]1[CH:7]=[CH:6][N:5]=[CH:4]1.Br[CH2:9][C:10]([O:12][CH2:13][CH3:14])=[O:11]. Product: [CH2:13]([O:12][C:10](=[O:11])[CH2:9][N:3]1[CH:7]=[CH:6][N:5]=[CH:4]1)[CH3:14]. The catalyst class is: 20. (7) Reactant: [NH2:1][C@H:2]([CH:21]([CH3:23])[CH3:22])[C:3]([N:5]1[CH2:10][CH2:9][C@@:8]([C:12]2[CH:17]=[CH:16][C:15]([Cl:18])=[CH:14][CH:13]=2)([OH:11])[C:7]([CH3:20])([CH3:19])[CH2:6]1)=[O:4].[CH3:24][O:25][C:26]([C:28]1[CH:33]=[CH:32][CH:31]=[CH:30][C:29]=1[C:34]1[CH:39]=[CH:38][CH:37]=[C:36]([C:40](O)=[O:41])[CH:35]=1)=[O:27].C1C=CC2N(O)N=NC=2C=1.C(Cl)CCl.C(N(CC)CC)C. Product: [Cl:18][C:15]1[CH:14]=[CH:13][C:12]([C@@:8]2([OH:11])[CH2:9][CH2:10][N:5]([C:3](=[O:4])[C@H:2]([NH:1][C:40]([C:36]3[CH:35]=[C:34]([C:29]4[C:28]([C:26]([O:25][CH3:24])=[O:27])=[CH:33][CH:32]=[CH:31][CH:30]=4)[CH:39]=[CH:38][CH:37]=3)=[O:41])[CH:21]([CH3:23])[CH3:22])[CH2:6][C:7]2([CH3:19])[CH3:20])=[CH:17][CH:16]=1. The catalyst class is: 2.